Dataset: Catalyst prediction with 721,799 reactions and 888 catalyst types from USPTO. Task: Predict which catalyst facilitates the given reaction. (1) Reactant: [N:1]1([C:10]2[N:18]=[C:17](Cl)[N:16]=[C:15]3[C:11]=2[N:12]=[CH:13][NH:14]3)[C:5]2[CH:6]=[CH:7][CH:8]=[CH:9][C:4]=2[N:3]=[CH:2]1.[NH:20]([CH2:24][CH2:25][OH:26])[CH2:21][CH2:22][OH:23]. Product: [N:1]1([C:10]2[N:18]=[C:17]([N:20]([CH2:24][CH2:25][OH:26])[CH2:21][CH2:22][OH:23])[N:16]=[C:15]3[C:11]=2[N:12]=[CH:13][NH:14]3)[C:5]2[CH:6]=[CH:7][CH:8]=[CH:9][C:4]=2[N:3]=[CH:2]1. The catalyst class is: 16. (2) Reactant: [Br:1][C:2]1[N:7]=[C:6]2[N:8](C(C3C=CC=CC=3)=O)[CH:9]=[CH:10][C:5]2=[C:4]([Cl:19])[CH:3]=1.[OH-].[Na+]. Product: [Br:1][C:2]1[N:7]=[C:6]2[NH:8][CH:9]=[CH:10][C:5]2=[C:4]([Cl:19])[CH:3]=1. The catalyst class is: 5. (3) Reactant: [CH3:1][C:2]1[NH:10][C:5]2=[N:6][CH:7]=[CH:8][CH:9]=[C:4]2[C:3]=1[C:11]([O:13][C:14]([CH3:17])([CH3:16])[CH3:15])=[O:12].Br[CH:19]([C:21](=[O:24])[CH2:22][CH3:23])[CH3:20].C([O-])([O-])=O.[Cs+].[Cs+]. Product: [CH3:1][C:2]1[N:10]([CH:19]([C:21](=[O:24])[CH2:22][CH3:23])[CH3:20])[C:5]2=[N:6][CH:7]=[CH:8][CH:9]=[C:4]2[C:3]=1[C:11]([O:13][C:14]([CH3:17])([CH3:16])[CH3:15])=[O:12]. The catalyst class is: 23. (4) Reactant: [F:1][C:2]([F:14])([F:13])[C:3]1[CH:8]=[CH:7][CH:6]=[CH:5][C:4]=1[NH:9][C:10]([NH2:12])=[S:11].Br[CH2:16][C:17]([C:19]1[CH:24]=[CH:23][C:22]([O:25][CH3:26])=[C:21]([O:27][CH3:28])[CH:20]=1)=O. Product: [CH3:28][O:27][C:21]1[CH:20]=[C:19]([C:17]2[N:12]=[C:10]([NH:9][C:4]3[CH:5]=[CH:6][CH:7]=[CH:8][C:3]=3[C:2]([F:13])([F:1])[F:14])[S:11][CH:16]=2)[CH:24]=[CH:23][C:22]=1[O:25][CH3:26]. The catalyst class is: 1. (5) Reactant: F[C:2]1[CH:19]=[CH:18][C:5]([C:6]([C:8]2[C:13]([O:14][CH2:15][CH2:16][CH3:17])=[CH:12][CH:11]=[CH:10][N:9]=2)=[O:7])=[CH:4][CH:3]=1.[N-:20]=[N+]=[N-].[Na+].CS(C)=O. Product: [NH2:20][C:2]1[CH:19]=[CH:18][C:5]([CH:6]([C:8]2[C:13]([O:14][CH2:15][CH2:16][CH3:17])=[CH:12][CH:11]=[CH:10][N:9]=2)[OH:7])=[CH:4][CH:3]=1. The catalyst class is: 6.